From a dataset of Full USPTO retrosynthesis dataset with 1.9M reactions from patents (1976-2016). Predict the reactants needed to synthesize the given product. (1) Given the product [F:27][C:2]1([F:1])[CH2:7][CH2:6][CH:5]([N:8]2[CH2:9][CH2:10][CH:11]([N:14]3[C:22](=[O:23])[C:21]4[C:20]([C:24]([NH2:25])=[O:28])=[CH:19][C:18]([F:26])=[CH:17][C:16]=4[CH2:15]3)[CH2:12][CH2:13]2)[CH2:4][CH2:3]1, predict the reactants needed to synthesize it. The reactants are: [F:1][C:2]1([F:27])[CH2:7][CH2:6][CH:5]([N:8]2[CH2:13][CH2:12][CH:11]([N:14]3[C:22](=[O:23])[C:21]4[C:20]([C:24]#[N:25])=[CH:19][C:18]([F:26])=[CH:17][C:16]=4[CH2:15]3)[CH2:10][CH2:9]2)[CH2:4][CH2:3]1.[OH2:28].N. (2) Given the product [Cl:23][C:9]1[C:8]([C:5]2[CH:6]=[CH:7][C:2]([F:1])=[CH:3][CH:4]=2)=[C:13]([CH3:14])[N:12]=[CH:11][C:10]=1[C:15]([O:17][CH2:18][CH3:19])=[O:16], predict the reactants needed to synthesize it. The reactants are: [F:1][C:2]1[CH:7]=[CH:6][C:5]([C:8]2[C:9](=O)[C:10]([C:15]([O:17][CH2:18][CH3:19])=[O:16])=[CH:11][NH:12][C:13]=2[CH3:14])=[CH:4][CH:3]=1.P(Cl)(Cl)([Cl:23])=O. (3) Given the product [NH2:9][C:8]1[C:10]([F:16])=[C:11]([Cl:15])[C:12]([F:14])=[CH:13][C:7]=1[CH:19]=[O:20], predict the reactants needed to synthesize it. The reactants are: C([Li])CCC.Br[C:7]1[CH:13]=[C:12]([F:14])[C:11]([Cl:15])=[C:10]([F:16])[C:8]=1[NH2:9].CN(C)[CH:19]=[O:20].[Cl-].[NH4+]. (4) The reactants are: [N+:1]([C:4]1[CH:11]=[CH:10][C:7]([CH2:8]Br)=[CH:6][CH:5]=1)([O-:3])=[O:2].C(=O)([O-])[O-].[K+].[K+].[I-].[Na+].CC1(C)CC1C(N[CH:27]1[CH2:32][CH2:31][NH:30][CH2:29][CH2:28]1)=O. Given the product [N+:1]([C:4]1[CH:11]=[CH:10][C:7]([CH2:8][N:30]2[CH2:31][CH2:32][CH2:27][CH2:28][CH2:29]2)=[CH:6][CH:5]=1)([O-:3])=[O:2], predict the reactants needed to synthesize it. (5) Given the product [Cl:15][C:16]1[C:17]([C:32]2[N:34]=[C:12]([C:10]3[N:11]=[C:3]4[C:2]([Cl:1])=[CH:7][C:6]([I:8])=[CH:5][N:4]4[CH:9]=3)[O:14][N:33]=2)=[CH:18][C:19]([F:31])=[C:20]([CH2:22][CH2:23][C:24]([O:26][C:27]([CH3:28])([CH3:29])[CH3:30])=[O:25])[CH:21]=1, predict the reactants needed to synthesize it. The reactants are: [Cl:1][C:2]1[C:3]2[N:4]([CH:9]=[C:10]([C:12]([OH:14])=O)[N:11]=2)[CH:5]=[C:6]([I:8])[CH:7]=1.[Cl:15][C:16]1[C:17]([C:32](=[N:34]O)[NH2:33])=[CH:18][C:19]([F:31])=[C:20]([CH2:22][CH2:23][C:24]([O:26][C:27]([CH3:30])([CH3:29])[CH3:28])=[O:25])[CH:21]=1.CCN=C=NCCCN(C)C.Cl.O. (6) Given the product [F:18][C:19]1[CH:32]=[CH:31][C:22]([O:23][C:24]2[CH:25]=[C:26]([NH:27][C:14]([C:11]3([CH3:17])[CH2:10][CH2:9][N:8]([C:6]([O:5][C:1]([CH3:2])([CH3:3])[CH3:4])=[O:7])[CH2:13][CH2:12]3)=[O:16])[CH:28]=[CH:29][CH:30]=2)=[CH:21][CH:20]=1, predict the reactants needed to synthesize it. The reactants are: [C:1]([O:5][C:6]([N:8]1[CH2:13][CH2:12][C:11]([CH3:17])([C:14]([OH:16])=O)[CH2:10][CH2:9]1)=[O:7])([CH3:4])([CH3:3])[CH3:2].[F:18][C:19]1[CH:32]=[CH:31][C:22]([O:23][C:24]2[CH:25]=[C:26]([CH:28]=[CH:29][CH:30]=2)[NH2:27])=[CH:21][CH:20]=1.C1CCC(N=C=NC2CCCCC2)CC1.C1C=NC2N(O)N=NC=2C=1. (7) Given the product [C:9]1([S:8][C:16]2[S:17][C:18]3[NH:23][C:22]([C:24]([NH2:26])=[O:25])=[C:21]([S:8][C:9]4[CH:10]=[CH:11][CH:12]=[CH:13][CH:14]=4)[C:19]=3[N:20]=2)[CH:14]=[CH:13][CH:12]=[CH:11][CH:10]=1, predict the reactants needed to synthesize it. The reactants are: [C:9]1([S:8][S:8][C:9]2[CH:14]=[CH:13][CH:12]=[CH:11][CH:10]=2)[CH:14]=[CH:13][CH:12]=[CH:11][CH:10]=1.Br[C:16]1[S:17][C:18]2[NH:23][C:22]([C:24]([NH2:26])=[O:25])=[CH:21][C:19]=2[N:20]=1.C(=O)([O-])[O-].[Cs+].[Cs+]. (8) Given the product [Cl:20][C:21]1[CH:26]=[CH:25][C:24]([CH2:27][C:28]([NH:1][C:2]2[CH:11]=[CH:10][CH:9]=[C:8]3[C:3]=2[CH:4]=[CH:5][N:6]([CH2:13][C:14]2[CH:19]=[CH:18][CH:17]=[CH:16][N:15]=2)[C:7]3=[O:12])=[O:29])=[CH:23][C:22]=1[C:31]([F:32])([F:33])[F:34], predict the reactants needed to synthesize it. The reactants are: [NH2:1][C:2]1[CH:11]=[CH:10][CH:9]=[C:8]2[C:3]=1[CH:4]=[CH:5][N:6]([CH2:13][C:14]1[CH:19]=[CH:18][CH:17]=[CH:16][N:15]=1)[C:7]2=[O:12].[Cl:20][C:21]1[CH:26]=[CH:25][C:24]([CH2:27][C:28](O)=[O:29])=[CH:23][C:22]=1[C:31]([F:34])([F:33])[F:32].F[P-](F)(F)(F)(F)F.C[N+](C)=C(N(C)C)ON1C2N=CC=CC=2N=N1.C(N(CC)C(C)C)(C)C. (9) Given the product [CH2:1]([C@H:8]1[CH2:9][CH2:10][C@H:11]([C:14]2[CH:19]=[CH:18][C:17]([C:20]3[C:21]([C:27]4[CH:28]=[CH:29][C:30]([OH:33])=[CH:31][CH:32]=4)=[C:22]([Cl:26])[CH:23]=[CH:24][CH:25]=3)=[CH:16][CH:15]=2)[CH2:12][CH2:13]1)[CH2:2][CH2:3][CH2:4][CH2:5][CH2:6][CH3:7], predict the reactants needed to synthesize it. The reactants are: [CH2:1]([C@H:8]1[CH2:13][CH2:12][C@H:11]([C:14]2[CH:19]=[CH:18][C:17]([C:20]3[C:21]([C:27]4[CH:32]=[CH:31][C:30]([O:33]C)=[CH:29][CH:28]=4)=[C:22]([Cl:26])[CH:23]=[CH:24][CH:25]=3)=[CH:16][CH:15]=2)[CH2:10][CH2:9]1)[CH2:2][CH2:3][CH2:4][CH2:5][CH2:6][CH3:7].C(O)(=O)C.I.